Dataset: Antibody developability classification from SAbDab with 2,409 antibodies. Task: Regression/Classification. Given an antibody's heavy chain and light chain sequences, predict its developability. TAP uses regression for 5 developability metrics; SAbDab uses binary classification. (1) The antibody is ['VQLQQSGPVLVKPGGSVKMSCKASEYTLTSYLFQWVKQKSGQGLEWIGYIYPYNGGTRYNEKFRGKATLTSDKSSNTAYLELSSLTSEDSAVYYCARSSMSDPGANWGPGTLVTVSS', 'DIQMTQSPSSLSASLGERVSLTCRASQEISGYLYWLQQKPDGTIKRLIYAGSTLDSGVPKRFSGSRSGSDYSLTISSLESEDFADYYCLQYASYPRTFGGGTKVEIK']. Result: 1 (developable). (2) The antibody is ['EVKLSESGPGLVKPSQSLSLTCTVTGYSITTNYAWTWIRQFPGNKLEWMGYIRSSVITRYNPSLKSRISITQDTSKNQFFLQLNSVTTEDTATYYCARYDYYGNTGDYWGQGTSVTVSS', 'DIVITQDELSNPVTSGESVSISCRSSRSLLYKDGRTYLNWFLQRPGQSPQLLIYLMSTRASGVSDRFSGSGSGTDFTLEISRVKAEDVGVYYCQQFVEYPFTFGSGTKLEIK']. Result: 1 (developable). (3) The antibody is ['QVTLKESGAEVKKPGSSVKVSCEASGGTLSNYVITWVRQAPGQGLEWMGGFIPTFRTAMYAQGFQGRVTITADESTSIAYMELTNLRSEDTAVYYCARGPLSRGYYDYWGQGTLVTVSS', 'SYVLTQPPSVSVSPGQTARITCSGDKLGDKYASWYQQKPGQSPVLVIYQDNKRPSEIPARFSGSNSGNTATLTISGAQAMDEADYYCQAWDSNTGVFGTGTKLTVL']. Result: 0 (not developable). (4) The antibody is ['EVQLVESGGGLVQPGGSLRLSCAASGFTISNSGIHWVRQAPGKGLEWVGWIYPTGGATDYADSVKGRFTISADTSKNTAYLQMNSLRAEDTAVYYCARFWWRSFDYWGQGTLVTVSS', 'PROT_812F411D']. Result: 0 (not developable).